Dataset: Reaction yield outcomes from USPTO patents with 853,638 reactions. Task: Predict the reaction yield, written as a fraction of the theoretical maximum amount of product (1.0 means a 100% yield; for example, 0.34 means a 34% yield). (1) The reactants are OS(O)(=O)=O.[NH:6]([S:13]([C:16]1[CH:21]=[CH:20][C:19]([CH2:22][CH2:23][CH2:24][CH:25]([CH2:29][CH2:30][C:31]2[CH:36]=[CH:35][C:34]([CH2:37][CH3:38])=[CH:33][CH:32]=2)[C:26]([OH:28])=[O:27])=[CH:18][CH:17]=1)(=[O:15])=[O:14])[C:7]1[CH:12]=[CH:11][CH:10]=[CH:9][CH:8]=1.O.[CH3:40]O. No catalyst specified. The product is [NH:6]([S:13]([C:16]1[CH:21]=[CH:20][C:19]([CH2:22][CH2:23][CH2:24][CH:25]([CH2:29][CH2:30][C:31]2[CH:32]=[CH:33][C:34]([CH2:37][CH3:38])=[CH:35][CH:36]=2)[C:26]([O:28][CH3:40])=[O:27])=[CH:18][CH:17]=1)(=[O:14])=[O:15])[C:7]1[CH:8]=[CH:9][CH:10]=[CH:11][CH:12]=1. The yield is 0.860. (2) The reactants are [I:1][C:2]1[CH:7]=[CH:6][C:5]([CH2:8][C:9]#[N:10])=[CH:4][C:3]=1[CH3:11].C(=O)([O-])[O-].[K+].[K+].Cl.[NH2:19][OH:20]. The catalyst is C(O)C. The product is [OH:20]/[N:19]=[C:9](\[NH2:10])/[CH2:8][C:5]1[CH:6]=[CH:7][C:2]([I:1])=[C:3]([CH3:11])[CH:4]=1. The yield is 0.503.